Binary Classification. Given a drug SMILES string, predict its activity (active/inactive) in a high-throughput screening assay against a specified biological target. From a dataset of HIV replication inhibition screening data with 41,000+ compounds from the AIDS Antiviral Screen. (1) The compound is CCOC(=O)c1c(O)cc(O)nc1N1CCOCC1. The result is 0 (inactive). (2) The compound is Cc1ccc(S(=O)(=O)N(CCNC(=O)c2cccc(O)c2O)c2cc3c4c(c2)Oc2cccc5c2C4(C)c2c(cccc2O3)O5)cc1. The result is 0 (inactive). (3) The molecule is CC(C)C(=O)Nc1nc(O)c2ncn(C3OC(CO)C(O)C3O)c2n1. The result is 0 (inactive). (4) The molecule is COC(=O)CC(c1ccccc1)C1(c2ccccc2)SCCS1. The result is 0 (inactive).